Dataset: hERG potassium channel inhibition data for cardiac toxicity prediction from Karim et al.. Task: Regression/Classification. Given a drug SMILES string, predict its toxicity properties. Task type varies by dataset: regression for continuous values (e.g., LD50, hERG inhibition percentage) or binary classification for toxic/non-toxic outcomes (e.g., AMES mutagenicity, cardiotoxicity, hepatotoxicity). Dataset: herg_karim. (1) The molecule is COc1cc(C=Cc2nc3cc(S(C)(=O)=O)ccc3c(=O)[nH]2)ccc1-n1cnc(C)c1. The result is 0 (non-blocker). (2) The compound is CC(N(C)C)C1(c2ccc(Cl)c(Cl)c2)CCCCC1.Cl. The result is 0 (non-blocker).